Dataset: Forward reaction prediction with 1.9M reactions from USPTO patents (1976-2016). Task: Predict the product of the given reaction. (1) Given the reactants [CH2:1]([C:3]1[CH:8]=[CH:7][C:6]([CH:9]([C:11]2[C:16]([OH:17])=[CH:15][CH:14]=[CH:13][N:12]=2)O)=[CH:5][CH:4]=1)[CH3:2], predict the reaction product. The product is: [CH2:1]([C:3]1[CH:8]=[CH:7][C:6]([CH2:9][C:11]2[C:16]([OH:17])=[CH:15][CH:14]=[CH:13][N:12]=2)=[CH:5][CH:4]=1)[CH3:2]. (2) The product is: [CH2:13]([O:12][C:10](=[O:11])[CH2:9][N:1]1[CH:5]=[C:4]([CH:6]=[O:7])[CH:3]=[N:2]1)[CH3:14]. Given the reactants [NH:1]1[CH:5]=[C:4]([CH:6]=[O:7])[CH:3]=[N:2]1.Br[CH2:9][C:10]([O:12][CH2:13][CH3:14])=[O:11].N12CCCN=C1CCCCC2.[Cl-].[Na+], predict the reaction product. (3) Given the reactants [Cl:1][C:2]1[CH:9]=[CH:8][CH:7]=[CH:6][C:3]=1[CH:4]=[O:5].[C-]#N.[K+].[N:13]1C(C)=CC=C[C:14]=1C.O.[C:22]([O:25]C(=O)C)(=[O:24])[CH3:23], predict the reaction product. The product is: [C:22]([OH:25])(=[O:24])[CH3:23].[Cl:1][C:2]1[CH:9]=[CH:8][CH:7]=[CH:6][C:3]=1[CH:4]([OH:5])[C:14]#[N:13]. (4) Given the reactants CC[C:3]1[C:7](=[O:8])[N:6]([C:9]([NH:11]CCC2C=CC(S(NC(N[C@@H]3CC[C@@H](C)CC3)=O)(=O)=O)=CC=2)=[O:10])[CH2:5][C:4]=1C, predict the reaction product. The product is: [O:8]=[C:7]1[CH2:3][CH:4]=[CH:5][N:6]1[C:9]([NH2:11])=[O:10]. (5) Given the reactants [NH:1]1[CH2:6][CH2:5][CH:4]([C:7]2[N:8]=[N:9][N:10]3[C:15]=2[C:14]2[CH:16]=[CH:17][NH:18][C:13]=2[N:12]=[CH:11]3)[CH2:3][CH2:2]1.[C:19](O)(=O)[CH3:20].[C:23]([BH3-])#[N:24].[Na+].[C:27](O[BH-](OC(=O)C)OC(=O)C)(=O)[CH3:28].[Na+].[CH3:41]O, predict the reaction product. The product is: [N:24]1[CH:23]=[CH:28][CH:27]=[C:19]([CH2:20][N:1]2[CH2:2][CH2:3][CH:4]([C:7]3[N:8]=[N:9][N:10]4[C:15]=3[C:14]3[CH:16]=[CH:17][NH:18][C:13]=3[N:12]=[CH:11]4)[CH2:5][CH2:6]2)[CH:41]=1. (6) Given the reactants [F:1][C:2]([F:7])([F:6])[C:3]([OH:5])=[O:4].[Cl:8][C:9]1[CH:10]=[C:11]([CH:27]=[CH:28][C:29]=1[Cl:30])[CH2:12][C:13]1([OH:26])[CH2:18][CH2:17][N:16](C(OC(C)(C)C)=O)[CH2:15][CH2:14]1, predict the reaction product. The product is: [F:1][C:2]([F:7])([F:6])[C:3]([OH:5])=[O:4].[Cl:8][C:9]1[CH:10]=[C:11]([CH:27]=[CH:28][C:29]=1[Cl:30])[CH2:12][C:13]1([OH:26])[CH2:18][CH2:17][NH:16][CH2:15][CH2:14]1. (7) Given the reactants [CH2:1]([N:3]1[N:7]=[N:6][C:5]([CH2:8][N:9]2[C:14]3[CH:15]=[C:16]([C:18]4[CH:23]=[C:22]([F:24])[CH:21]=[CH:20][C:19]=4[O:25][CH3:26])[S:17][C:13]=3[C:12](=[O:27])[N:11]([CH:28]3[CH2:33][CH2:32][N:31](C(OC(C)(C)C)=O)[CH2:30][CH2:29]3)[C:10]2=[O:41])=[N:4]1)[CH3:2].[ClH:42], predict the reaction product. The product is: [ClH:42].[CH2:1]([N:3]1[N:7]=[N:6][C:5]([CH2:8][N:9]2[C:14]3[CH:15]=[C:16]([C:18]4[CH:23]=[C:22]([F:24])[CH:21]=[CH:20][C:19]=4[O:25][CH3:26])[S:17][C:13]=3[C:12](=[O:27])[N:11]([CH:28]3[CH2:33][CH2:32][NH:31][CH2:30][CH2:29]3)[C:10]2=[O:41])=[N:4]1)[CH3:2].